Dataset: Full USPTO retrosynthesis dataset with 1.9M reactions from patents (1976-2016). Task: Predict the reactants needed to synthesize the given product. (1) Given the product [CH3:1][O:2][C:3](=[O:25])[CH:4]([OH:27])[CH2:5][C:6]([C:9]1[CH:14]=[C:13]([F:15])[CH:12]=[CH:11][C:10]=1[Br:16])([CH3:8])[CH3:7], predict the reactants needed to synthesize it. The reactants are: [CH3:1][O:2][C:3](=[O:25])[CH:4](C(=O)C1C=CC=CC=1)[CH2:5][C:6]([C:9]1[CH:14]=[C:13]([F:15])[CH:12]=[CH:11][C:10]=1[Br:16])([CH3:8])[CH3:7].C(=O)([O-])[O-:27].[K+].[K+].S(=O)(=O)(O)O.C(=O)([O-])[O-].[Cs+].[Cs+].CI.C(O)(=O)CC(CC(O)=O)(C(O)=O)O. (2) Given the product [C:13]([O:17][C:18]([NH:20][CH:21]1[CH2:26][CH2:25][CH2:24][N:23]([C:27]2[CH:28]=[C:29]([CH:30]=[CH:31][CH:32]=2)[O:33][CH2:8][C:9]([O:11][CH3:12])=[O:10])[CH2:22]1)=[O:19])([CH3:16])([CH3:14])[CH3:15], predict the reactants needed to synthesize it. The reactants are: C(=O)([O-])[O-].[K+].[K+].Br[CH2:8][C:9]([O:11][CH3:12])=[O:10].[C:13]([O:17][C:18]([NH:20][CH:21]1[CH2:26][CH2:25][CH2:24][N:23]([C:27]2[CH:32]=[CH:31][CH:30]=[C:29]([OH:33])[CH:28]=2)[CH2:22]1)=[O:19])([CH3:16])([CH3:15])[CH3:14].